From a dataset of Catalyst prediction with 721,799 reactions and 888 catalyst types from USPTO. Predict which catalyst facilitates the given reaction. (1) Reactant: [Br:1][C:2]1[CH:11]=[CH:10][C:9]2[N:8]=[CH:7][C:6]3[N:12]=[C:13]([CH2:24][CH2:25][C:26](O)=[O:27])[N:14]([C:15]4[CH:20]=[CH:19][C:18]([CH2:21][C:22]#[N:23])=[CH:17][CH:16]=4)[C:5]=3[C:4]=2[CH:3]=1. Product: [Br:1][C:2]1[CH:11]=[CH:10][C:9]2[N:8]=[CH:7][C:6]3[N:12]=[C:13]([CH2:24][CH2:25][CH2:26][OH:27])[N:14]([C:15]4[CH:16]=[CH:17][C:18]([CH2:21][C:22]#[N:23])=[CH:19][CH:20]=4)[C:5]=3[C:4]=2[CH:3]=1. The catalyst class is: 1. (2) Reactant: [F:1][C:2]1[CH:3]=[CH:4][C:5]([N:11]=[CH:12][CH2:13][N+:14]([O-:16])=[O:15])=[C:6]([CH:10]=1)[C:7](O)=[O:8].C([O-])(=O)C.[K+]. Product: [F:1][C:2]1[CH:10]=[C:6]2[C:5](=[CH:4][CH:3]=1)[N:11]=[CH:12][C:13]([N+:14]([O-:16])=[O:15])=[C:7]2[OH:8]. The catalyst class is: 152. (3) Reactant: Br[C:2]([CH3:7])([CH3:6])[C:3]([OH:5])=[O:4].CCN(C(C)C)C(C)C.[CH2:17]([O:19]CC)[CH3:18].Cl. Product: [CH2:17]([O:19][C:2]([CH3:7])([CH3:6])[C:3]([OH:5])=[O:4])[CH3:18]. The catalyst class is: 40.